From a dataset of Catalyst prediction with 721,799 reactions and 888 catalyst types from USPTO. Predict which catalyst facilitates the given reaction. (1) Reactant: Br[C:2]1[CH:3]=[C:4]([NH:10][C:11]2[CH:15]=[C:14]([CH3:16])[N:13]([CH3:17])[N:12]=2)[C:5](=[O:9])[N:6]([CH3:8])[CH:7]=1.[CH3:18][C:19]1([CH3:35])[C:23]([CH3:25])([CH3:24])[O:22][B:21]([B:21]2[O:22][C:23]([CH3:25])([CH3:24])[C:19]([CH3:35])([CH3:18])[O:20]2)[O:20]1.CC(C1C=C(C(C)C)C(C2C=CC=CC=2P(C2CCCCC2)C2CCCCC2)=C(C(C)C)C=1)C.C([O-])(=O)C.[K+]. Product: [CH3:17][N:13]1[C:14]([CH3:16])=[CH:15][C:11]([NH:10][C:4]2[C:5](=[O:9])[N:6]([CH3:8])[CH:7]=[C:2]([B:21]3[O:22][C:23]([CH3:25])([CH3:24])[C:19]([CH3:35])([CH3:18])[O:20]3)[CH:3]=2)=[N:12]1. The catalyst class is: 102. (2) Reactant: C[Si](C=[N+]=[N-])(C)C.[I:8][C:9]1[CH:14]=[CH:13][CH:12]=[CH:11][C:10]=1[CH2:15][C:16]([OH:18])=[O:17].[CH3:19]O. Product: [CH3:19][O:17][C:16](=[O:18])[CH2:15][C:10]1[CH:11]=[CH:12][CH:13]=[CH:14][C:9]=1[I:8]. The catalyst class is: 2.